This data is from Drug-induced liver injury (DILI) classification data. The task is: Regression/Classification. Given a drug SMILES string, predict its toxicity properties. Task type varies by dataset: regression for continuous values (e.g., LD50, hERG inhibition percentage) or binary classification for toxic/non-toxic outcomes (e.g., AMES mutagenicity, cardiotoxicity, hepatotoxicity). Dataset: dili. (1) The molecule is CCCCCCc1ccc(O)cc1O. The result is 0 (no liver injury). (2) The compound is CC(NC(C)(C)C)C(=O)c1cccc(Cl)c1. The result is 0 (no liver injury). (3) The compound is CS(=O)(=O)OCCCCOS(C)(=O)=O. The result is 1 (causes liver injury).